Dataset: Full USPTO retrosynthesis dataset with 1.9M reactions from patents (1976-2016). Task: Predict the reactants needed to synthesize the given product. (1) The reactants are: C([O:3][C:4](=[O:18])[CH:5]=[CH:6][C:7]([CH3:17])=[CH:8][C:9]1[CH:14]=[CH:13][C:12]([Cl:15])=[CH:11][C:10]=1[Cl:16])C.[OH-].[Na+]. Given the product [Cl:16][C:10]1[CH:11]=[C:12]([Cl:15])[CH:13]=[CH:14][C:9]=1[CH:8]=[C:7]([CH3:17])[CH:6]=[CH:5][C:4]([OH:18])=[O:3], predict the reactants needed to synthesize it. (2) Given the product [CH2:1]([O:3][C@H:4]1[CH2:8][N:7]([C:9]([O:11][CH2:12][C:13]2[CH:18]=[CH:17][CH:16]=[CH:15][CH:14]=2)=[O:10])[CH:6]([CH2:19][OH:20])[CH2:5]1)[CH3:2], predict the reactants needed to synthesize it. The reactants are: [CH2:1]([O:3][C@H:4]1[CH2:8][N:7]([C:9]([O:11][CH2:12][C:13]2[CH:18]=[CH:17][CH:16]=[CH:15][CH:14]=2)=[O:10])[CH:6]([C:19](OCC)=[O:20])[CH2:5]1)[CH3:2].[BH4-].[Li+].O.Cl. (3) Given the product [CH3:18][N:19]([C:2]1[C:7]([O:8][CH2:9][CH2:10][O:11][C:12]2[CH:17]=[CH:16][CH:15]=[CH:14][CH:13]=2)=[N:6][CH:5]=[CH:4][N:3]=1)[CH2:20][CH2:21][NH:22][CH3:23], predict the reactants needed to synthesize it. The reactants are: Cl[C:2]1[C:7]([O:8][CH2:9][CH2:10][O:11][C:12]2[CH:17]=[CH:16][CH:15]=[CH:14][CH:13]=2)=[N:6][CH:5]=[CH:4][N:3]=1.[CH3:18][NH:19][CH2:20][CH2:21][NH:22][CH3:23]. (4) Given the product [S:18]([C:9]1[CH:8]=[CH:7][C:6]2[C:17]3=[C:16]4[C:13](=[CH:14][CH:15]=[C:2]([NH:1][CH2:24][CH2:25][CH2:26][CH2:27][CH2:28][C:29]([OH:31])=[O:30])[C:3]4=[CH:4][CH:5]=2)[CH:12]=[CH:11][C:10]=13)([OH:21])(=[O:19])=[O:20], predict the reactants needed to synthesize it. The reactants are: [NH2:1][C:2]1[CH:15]=[CH:14][C:13]2[C:16]3=[C:17]4[C:6](=[CH:7][CH:8]=[C:9]([S:18]([O-:21])(=[O:20])=[O:19])[C:10]4=[CH:11][CH:12]=2)[CH:5]=[CH:4][C:3]=13.[Na+].Br[CH2:24][CH2:25][CH2:26][CH2:27][CH2:28][C:29]([OH:31])=[O:30].[OH-].[Na+].Cl. (5) Given the product [CH:1]1([CH2:4][N:5]([CH2:15][CH2:16][CH3:17])[C:6]2[N:11]=[CH:10][N:9]=[C:8]([C:12]([NH:18][C:19]3[CH:24]=[CH:23][C:22]([CH2:25][OH:26])=[CH:21][C:20]=3[CH3:27])=[O:14])[CH:7]=2)[CH2:2][CH2:3]1, predict the reactants needed to synthesize it. The reactants are: [CH:1]1([CH2:4][N:5]([CH2:15][CH2:16][CH3:17])[C:6]2[N:11]=[CH:10][N:9]=[C:8]([C:12]([OH:14])=O)[CH:7]=2)[CH2:3][CH2:2]1.[NH2:18][C:19]1[CH:24]=[CH:23][C:22]([CH2:25][OH:26])=[CH:21][C:20]=1[CH3:27]. (6) Given the product [CH2:3]([C:2]1[NH:6][C:10](=[O:9])[CH:11]=[CH:12][N:5]=1)[CH3:4], predict the reactants needed to synthesize it. The reactants are: Cl.[C:2]([NH2:6])(=[NH:5])[CH2:3][CH3:4].C([O:9][C:10](=O)[C:11]#[CH:12])C.[OH-].[K+]. (7) The reactants are: [CH2:1]([C:3]1[N:4]([C:28]2[CH:33]=[CH:32][C:31]([OH:34])=[CH:30][CH:29]=2)[C:5](=[O:27])[C:6]([CH2:12][C:13]2[CH:18]=[CH:17][C:16]([C:19]3[C:20]([C:25]#[N:26])=[CH:21][CH:22]=[CH:23][CH:24]=3)=[CH:15][CH:14]=2)=[C:7]([CH2:9][CH2:10][CH3:11])[N:8]=1)[CH3:2].[CH3:35][C:36]1([CH3:39])[CH2:38][O:37]1.C(=O)([O-])[O-].[Cs+].[Cs+]. Given the product [CH2:1]([C:3]1[N:4]([C:28]2[CH:33]=[CH:32][C:31]([O:34][CH2:35][C:36]([OH:37])([CH3:39])[CH3:38])=[CH:30][CH:29]=2)[C:5](=[O:27])[C:6]([CH2:12][C:13]2[CH:18]=[CH:17][C:16]([C:19]3[C:20]([C:25]#[N:26])=[CH:21][CH:22]=[CH:23][CH:24]=3)=[CH:15][CH:14]=2)=[C:7]([CH2:9][CH2:10][CH3:11])[N:8]=1)[CH3:2], predict the reactants needed to synthesize it. (8) Given the product [CH3:26][N:17]1[C:13]([C:10]2[CH:11]=[CH:12][C:7]3[NH:6][C:5](=[O:20])[CH2:4][O:3][C:2]([CH3:1])([C:21]4[S:22][CH:23]=[CH:24][CH:25]=4)[C:8]=3[CH:9]=2)=[CH:14][CH:15]=[C:16]1[C:18]#[N:19], predict the reactants needed to synthesize it. The reactants are: [CH3:1][C:2]1([C:21]2[S:22][CH:23]=[CH:24][CH:25]=2)[C:8]2[CH:9]=[C:10]([C:13]3[NH:17][C:16]([C:18]#[N:19])=[CH:15][CH:14]=3)[CH:11]=[CH:12][C:7]=2[NH:6][C:5](=[O:20])[CH2:4][O:3]1.[C:26](=O)([O-])[O-].[K+].[K+].IC.C(OCC)(=O)C. (9) Given the product [CH2:32]([NH:31][C:29]([NH:28][C:16]1[N:15]=[CH:14][C:13]([C:9]2[CH:10]=[N:11][CH:12]=[C:7]([C:5]3[NH:1][C:2](=[O:6])[NH:3][N:4]=3)[CH:8]=2)=[C:18]([C:19]2[S:20][CH:21]=[C:22]([C:24]([F:27])([F:25])[F:26])[N:23]=2)[CH:17]=1)=[O:30])[CH3:33], predict the reactants needed to synthesize it. The reactants are: [NH2:1][C:2]1[O:6][C:5]([C:7]2[CH:8]=[C:9]([C:13]3[CH:14]=[N:15][C:16]([NH:28][C:29]([NH:31][CH2:32][CH3:33])=[O:30])=[CH:17][C:18]=3[C:19]3[S:20][CH:21]=[C:22]([C:24]([F:27])([F:26])[F:25])[N:23]=3)[CH:10]=[N:11][CH:12]=2)=[N:4][N:3]=1.[OH-].[K+].